Dataset: Reaction yield outcomes from USPTO patents with 853,638 reactions. Task: Predict the reaction yield, written as a fraction of the theoretical maximum amount of product (1.0 means a 100% yield; for example, 0.34 means a 34% yield). (1) The reactants are [NH2:1][C@H:2]([CH3:18])[CH2:3][N:4]1[CH:8]=[CH:7][C:6]([C:9]2[CH:16]=[CH:15][C:12]([C:13]#[N:14])=[C:11]([Cl:17])[CH:10]=2)=[N:5]1.[Br:19][C:20]1[S:21][CH:22]=[C:23]([C:25](O)=[O:26])[N:24]=1. No catalyst specified. The product is [Br:19][C:20]1[S:21][CH:22]=[C:23]([C:25]([NH:1][C@H:2]([CH3:18])[CH2:3][N:4]2[CH:8]=[CH:7][C:6]([C:9]3[CH:16]=[CH:15][C:12]([C:13]#[N:14])=[C:11]([Cl:17])[CH:10]=3)=[N:5]2)=[O:26])[N:24]=1. The yield is 0.558. (2) The reactants are Br[C:2]1[N:3]=[C:4]2[C:10]([CH2:11][CH3:12])=[C:9]([C:13]3[CH:18]=[CH:17][C:16]([C:19]4([CH3:24])[O:23][CH2:22][CH2:21][O:20]4)=[CH:15][CH:14]=3)[N:8]([CH2:25][O:26][CH2:27][CH2:28][Si:29]([CH3:32])([CH3:31])[CH3:30])[C:5]2=[N:6][CH:7]=1.[CH3:33][OH:34].[Li+].[OH-:36].Cl. The catalyst is CN(C=O)C.Cl[Pd](Cl)([P](C1C=CC=CC=1)(C1C=CC=CC=1)C1C=CC=CC=1)[P](C1C=CC=CC=1)(C1C=CC=CC=1)C1C=CC=CC=1.O. The product is [CH2:11]([C:10]1[C:4]2[C:5](=[N:6][CH:7]=[C:2]([C:33]([OH:36])=[O:34])[N:3]=2)[N:8]([CH2:25][O:26][CH2:27][CH2:28][Si:29]([CH3:32])([CH3:31])[CH3:30])[C:9]=1[C:13]1[CH:18]=[CH:17][C:16]([C:19]2([CH3:24])[O:23][CH2:22][CH2:21][O:20]2)=[CH:15][CH:14]=1)[CH3:12]. The yield is 0.490. (3) The reactants are [CH:1]([N:4]1[C:8]([C:9]2[CH:10]=[C:11]([NH2:17])[CH:12]=[CH:13][C:14]=2[O:15][CH3:16])=[CH:7][CH:6]=[N:5]1)([CH3:3])[CH3:2].[Cl:18][C:19]1[CH:24]=[C:23]([C:25]([F:28])([F:27])[F:26])[CH:22]=[CH:21][C:20]=1[N:29]=[C:30]=[O:31]. The catalyst is C(Cl)Cl. The product is [Cl:18][C:19]1[CH:24]=[C:23]([C:25]([F:28])([F:27])[F:26])[CH:22]=[CH:21][C:20]=1[NH:29][C:30]([NH:17][C:11]1[CH:12]=[CH:13][C:14]([O:15][CH3:16])=[C:9]([C:8]2[N:4]([CH:1]([CH3:3])[CH3:2])[N:5]=[CH:6][CH:7]=2)[CH:10]=1)=[O:31]. The yield is 0.560. (4) The reactants are [CH2:1]([N:5]1[CH:9]=[C:8]([C:10]2[CH:15]=[CH:14][C:13]([Cl:16])=[CH:12][C:11]=2[Cl:17])[N:7]=[C:6]1[C@@H:18]([NH:27][C:28]([CH:30]1[CH2:35][CH2:34][CH:33]([C:36]([CH3:39])([CH3:38])[CH3:37])[CH2:32][CH2:31]1)=[O:29])[CH2:19][C:20]1[CH:25]=[CH:24][C:23]([OH:26])=[CH:22][CH:21]=1)[CH2:2][CH2:3][CH3:4].I[C:41]1[CH:50]=[CH:49][C:44]([C:45]([O:47]C)=[O:46])=[CH:43][CH:42]=1. No catalyst specified. The product is [C:36]([CH:33]1[CH2:34][CH2:35][CH:30]([C:28]([NH:27][C@H:18]([C:6]2[N:5]([CH2:1][CH2:2][CH2:3][CH3:4])[CH:9]=[C:8]([C:10]3[CH:15]=[CH:14][C:13]([Cl:16])=[CH:12][C:11]=3[Cl:17])[N:7]=2)[CH2:19][C:20]2[CH:21]=[CH:22][C:23]([O:26][C:41]3[CH:50]=[CH:49][C:44]([C:45]([OH:47])=[O:46])=[CH:43][CH:42]=3)=[CH:24][CH:25]=2)=[O:29])[CH2:31][CH2:32]1)([CH3:38])([CH3:37])[CH3:39]. The yield is 0.200.